From a dataset of Full USPTO retrosynthesis dataset with 1.9M reactions from patents (1976-2016). Predict the reactants needed to synthesize the given product. (1) Given the product [ClH:1].[Cl:1][C:2]1[CH:21]=[CH:20][C:5]([NH:6][C:7]2[C:16]3[C:11](=[CH:12][C:13]([O:19][CH2:25][C:26]4[N:27]([CH3:31])[CH:28]=[CH:29][N:30]=4)=[C:14]([O:17][CH3:18])[CH:15]=3)[N:10]=[CH:9][N:8]=2)=[C:4]([F:22])[CH:3]=1, predict the reactants needed to synthesize it. The reactants are: [Cl:1][C:2]1[CH:21]=[CH:20][C:5]([NH:6][C:7]2[C:16]3[C:11](=[CH:12][C:13]([OH:19])=[C:14]([O:17][CH3:18])[CH:15]=3)[N:10]=[CH:9][N:8]=2)=[C:4]([F:22])[CH:3]=1.Cl.Cl[CH2:25][C:26]1[N:27]([CH3:31])[CH:28]=[CH:29][N:30]=1. (2) Given the product [CH3:35][C:33]([CH3:36])([S@@:31]([NH:30][C@H:21]([C:20]1[O:19][N:18]=[C:17]([CH3:37])[C:16]=1[C:15]1[CH:14]=[CH:13][N:12]=[C:11]([F:38])[C:10]=1[CH2:9][OH:8])[CH2:22][C:23]([O:25][C:26]([CH3:27])([CH3:28])[CH3:29])=[O:24])=[O:32])[CH3:34], predict the reactants needed to synthesize it. The reactants are: [Si]([O:8][CH2:9][C:10]1[C:11]([F:38])=[N:12][CH:13]=[CH:14][C:15]=1[C:16]1[C:17]([CH3:37])=[N:18][O:19][C:20]=1[C@@H:21]([NH:30][S@:31]([C:33]([CH3:36])([CH3:35])[CH3:34])=[O:32])[CH2:22][C:23]([O:25][C:26]([CH3:29])([CH3:28])[CH3:27])=[O:24])(C(C)(C)C)(C)C.[F-].C([N+](CCCC)(CCCC)CCCC)CCC.CO. (3) Given the product [F:1][C:2]1[CH:3]=[CH:4][C:5]([O:19][CH3:20])=[C:6]([C:8]([CH3:18])([CH3:17])[CH2:9][C:10]([OH:11])([C:13]([F:16])([F:15])[F:14])[CH2:12][NH:21][C:22]2[CH:30]=[CH:29][CH:28]=[C:27]3[C:23]=2[CH:24]=[N:25][N:26]3[C:31]2[CH:32]=[C:33]([CH:38]=[CH:39][CH:40]=2)[C:34]([O:36][CH3:37])=[O:35])[CH:7]=1, predict the reactants needed to synthesize it. The reactants are: [F:1][C:2]1[CH:3]=[CH:4][C:5]([O:19][CH3:20])=[C:6]([C:8]([CH3:18])([CH3:17])[CH2:9][C:10]2([C:13]([F:16])([F:15])[F:14])[CH2:12][O:11]2)[CH:7]=1.[NH2:21][C:22]1[CH:30]=[CH:29][CH:28]=[C:27]2[C:23]=1[CH:24]=[N:25][N:26]2[C:31]1[CH:32]=[C:33]([CH:38]=[CH:39][CH:40]=1)[C:34]([O:36][CH3:37])=[O:35].